This data is from Full USPTO retrosynthesis dataset with 1.9M reactions from patents (1976-2016). The task is: Predict the reactants needed to synthesize the given product. (1) Given the product [Cl:16][CH2:17][CH2:18][CH2:19][CH:20]=[CH:21][C:2]1[CH:3]=[CH:4][C:5]2[C:11]([CH3:13])([CH3:12])[CH2:10][NH:9][C:8](=[O:14])[NH:7][C:6]=2[CH:15]=1, predict the reactants needed to synthesize it. The reactants are: Br[C:2]1[CH:3]=[CH:4][C:5]2[C:11]([CH3:13])([CH3:12])[CH2:10][NH:9][C:8](=[O:14])[NH:7][C:6]=2[CH:15]=1.[Cl:16][CH2:17][CH2:18][CH2:19]/[CH:20]=[CH:21]/B(O)O.C(=O)([O-])[O-].[Na+].[Na+]. (2) Given the product [Br:1][C:2]1[C:3]([F:12])=[CH:4][C:5]([F:11])=[C:6]([C:8](=[N:19][S@@:17]([C:14]([CH3:16])([CH3:15])[CH3:13])=[O:18])[CH3:9])[CH:7]=1, predict the reactants needed to synthesize it. The reactants are: [Br:1][C:2]1[C:3]([F:12])=[CH:4][C:5]([F:11])=[C:6]([C:8](=O)[CH3:9])[CH:7]=1.[CH3:13][C:14]([S@:17]([NH2:19])=[O:18])([CH3:16])[CH3:15].O. (3) Given the product [F:30][C:16]1[CH:15]=[C:14]([N:4]2[C:5]3[CH2:6][C:7]([CH3:13])([CH3:12])[CH2:8][C:9](=[O:11])[C:10]=3[C:2]([CH3:1])=[CH:3]2)[CH:21]=[C:20]([NH:22][C@H:23]2[CH2:24][CH2:25][C@H:26]([OH:29])[CH2:27][CH2:28]2)[C:17]=1[C:18]([NH2:19])=[O:31], predict the reactants needed to synthesize it. The reactants are: [CH3:1][C:2]1[C:10]2[C:9](=[O:11])[CH2:8][C:7]([CH3:13])([CH3:12])[CH2:6][C:5]=2[N:4]([C:14]2[CH:21]=[C:20]([NH:22][CH:23]3[CH2:28][CH2:27][CH:26]([OH:29])[CH2:25][CH2:24]3)[C:17]([C:18]#[N:19])=[C:16]([F:30])[CH:15]=2)[CH:3]=1.[OH-:31].[Na+].OO. (4) Given the product [CH3:15][Si:14]([CH3:17])([CH3:16])[O:6][C:2]([CH3:3])([C:4]#[CH:5])[CH3:1], predict the reactants needed to synthesize it. The reactants are: [CH3:1][C:2]([OH:6])([C:4]#[CH:5])[CH3:3].CCN(CC)CC.[Si:14](Cl)([CH3:17])([CH3:16])[CH3:15]. (5) The reactants are: [Cl:1][C:2]1[CH:3]=[C:4]2[C:9](=[CH:10][CH:11]=1)[CH:8]=[C:7]([S:12]([NH:15][C@@H:16]1[CH2:20][CH2:19][N:18]([C@H:21]([CH3:29])[C:22]([O:24][C:25]([CH3:28])([CH3:27])[CH3:26])=[O:23])[C:17]1=[O:30])(=[O:14])=[O:13])[CH:6]=[CH:5]2.[CH2:31](O)C.C(NC(C)C)(C)C. Given the product [Cl:1][C:2]1[CH:3]=[C:4]2[C:9](=[CH:10][CH:11]=1)[CH:8]=[C:7]([S:12]([NH:15][CH:16]1[CH2:20][CH2:19][N:18]([CH:21]([CH2:29][CH3:31])[C:22]([O:24][C:25]([CH3:26])([CH3:28])[CH3:27])=[O:23])[C:17]1=[O:30])(=[O:13])=[O:14])[CH:6]=[CH:5]2, predict the reactants needed to synthesize it. (6) Given the product [F:1][C:2]([F:16])([F:15])[C:3]1[CH:4]=[C:5]2[C:10](=[CH:11][CH:12]=1)[N:9]=[C:8]([CH:13]=[CH:18][C:17]([C:20]1[CH:28]=[CH:27][C:23]([C:24]([OH:26])=[O:25])=[CH:22][CH:21]=1)=[O:19])[CH:7]=[CH:6]2, predict the reactants needed to synthesize it. The reactants are: [F:1][C:2]([F:16])([F:15])[C:3]1[CH:4]=[C:5]2[C:10](=[CH:11][CH:12]=1)[N:9]=[C:8]([CH:13]=O)[CH:7]=[CH:6]2.[C:17]([C:20]1[CH:28]=[CH:27][C:23]([C:24]([OH:26])=[O:25])=[CH:22][CH:21]=1)(=[O:19])[CH3:18].[OH-].[Na+]. (7) Given the product [Br:1][C:13]1[CH:14]=[CH:15][C:10]([NH2:9])=[N:11][C:12]=1[Cl:16], predict the reactants needed to synthesize it. The reactants are: [Br:1]N1C(=O)CCC1=O.[NH2:9][C:10]1[CH:15]=[CH:14][CH:13]=[C:12]([Cl:16])[N:11]=1.